This data is from PAMPA (Parallel Artificial Membrane Permeability Assay) permeability data from NCATS. The task is: Regression/Classification. Given a drug SMILES string, predict its absorption, distribution, metabolism, or excretion properties. Task type varies by dataset: regression for continuous measurements (e.g., permeability, clearance, half-life) or binary classification for categorical outcomes (e.g., BBB penetration, CYP inhibition). Dataset: pampa_ncats. (1) The compound is C1CC(C2=C(C1)N(N=C2)C3=CC(=CC=C3)O)NC(=O)C4=CC=CC=N4. The result is 1 (high permeability). (2) The molecule is CC1CCCN(C1)C2=C(C=C3C(=C2)N(C=C(C3=O)S(=O)(=O)C4=CC=CC(=C4)C)CC5=CC=CC=C5)F. The result is 1 (high permeability). (3) The compound is CC1=CC=C(C=C1)N2C(=C3C(=NN(C(=O)C3=N2)CCCC(=O)NCC4=CC=CC=C4OC)C)C. The result is 1 (high permeability). (4) The compound is CN(C)C1=CC=CC(=C1)C2=NC(=NC=C2F)N3CCC(CC3)C(=O)N. The result is 1 (high permeability). (5) The compound is C1CCC(=O)C2=CC(=C(C=C2C1)O)O. The result is 1 (high permeability). (6) The molecule is CC1=C(C=C(C=C1)NC(=O)CSC2=NC=C(C(=O)N2)S(=O)(=O)C3=CC=C(C=C3)C(C)C)C. The result is 0 (low-to-moderate permeability). (7) The molecule is CC1=CC=C(C=C1)S(=O)(=O)NC2=C(C=CN=C2)C(=O)NC3=NC(=CS3)C4=CC=C(C=C4)Cl. The result is 1 (high permeability).